The task is: Predict the product of the given reaction.. This data is from Forward reaction prediction with 1.9M reactions from USPTO patents (1976-2016). (1) Given the reactants [O:1]1[CH2:6][CH2:5][CH2:4][CH2:3][CH:2]1[O:7][NH:8][C:9](=[O:33])[CH2:10][C@@:11]1([C:20]2[S:21][C:22]([C:25]3[CH:30]=[CH:29][C:28]([CH2:31][CH3:32])=[CH:27][CH:26]=3)=[CH:23][CH:24]=2)[S:17](=[O:19])(=[O:18])[CH2:16][CH2:15][NH:14][CH2:13][CH2:12]1.[S:34]1[CH:38]=[CH:37][CH:36]=[C:35]1[CH:39]=O.C([BH3-])#N.[Na+].C(O)(=O)C, predict the reaction product. The product is: [O:1]1[CH2:6][CH2:5][CH2:4][CH2:3][CH:2]1[O:7][NH:8][C:9](=[O:33])[CH2:10][C@@:11]1([C:20]2[S:21][C:22]([C:25]3[CH:30]=[CH:29][C:28]([CH2:31][CH3:32])=[CH:27][CH:26]=3)=[CH:23][CH:24]=2)[S:17](=[O:19])(=[O:18])[CH2:16][CH2:15][N:14]([CH2:39][C:35]2[S:34][CH:38]=[CH:37][CH:36]=2)[CH2:13][CH2:12]1. (2) Given the reactants CC1(C)[O:6][C@@H:5]([CH2:7][O:8][NH:9][C:10]([C:12]2[C:13]([Cl:30])=[C:14]3[CH:19]=[CH:18][N:17]=[CH:16][N:15]3[C:20]=2[NH:21][C:22]2[CH:27]=[CH:26][C:25]([I:28])=[CH:24][C:23]=2[F:29])=[O:11])[CH2:4][O:3]1.Cl.O1CCOCC1, predict the reaction product. The product is: [OH:6][C@H:5]([CH2:4][OH:3])[CH2:7][O:8][NH:9][C:10]([C:12]1[C:13]([Cl:30])=[C:14]2[CH:19]=[CH:18][N:17]=[CH:16][N:15]2[C:20]=1[NH:21][C:22]1[CH:27]=[CH:26][C:25]([I:28])=[CH:24][C:23]=1[F:29])=[O:11]. (3) Given the reactants Br[C:2]1[CH:3]=[C:4]2[C:8](=[CH:9][CH:10]=1)[NH:7][C:6](=[O:11])[CH2:5]2.[C:12]1([C:18]2[S:22][C:21](B(O)O)=[CH:20][CH:19]=2)[CH:17]=[CH:16][CH:15]=[CH:14][CH:13]=1.C(=O)([O-])[O-].[K+].[K+], predict the reaction product. The product is: [C:12]1([C:18]2[S:22][C:21]([C:2]3[CH:3]=[C:4]4[C:8](=[CH:9][CH:10]=3)[NH:7][C:6](=[O:11])[CH2:5]4)=[CH:20][CH:19]=2)[CH:17]=[CH:16][CH:15]=[CH:14][CH:13]=1. (4) Given the reactants [F:1][C:2]1[CH:37]=[CH:36][C:5]([CH2:6][O:7][CH2:8][C:9]([NH:11][CH2:12][CH2:13][CH2:14][C:15]2[CH:20]=[CH:19][C:18]([CH2:21][NH:22][C@@H:23]([CH2:26][C:27]3[C:35]4[C:30](=[CH:31][CH:32]=[CH:33][CH:34]=4)[NH:29][CH:28]=3)[CH2:24][OH:25])=[CH:17][CH:16]=2)=[O:10])=[CH:4][CH:3]=1.Br[CH2:39][CH2:40][OH:41].C([O-])([O-])=O.[K+].[K+], predict the reaction product. The product is: [F:1][C:2]1[CH:37]=[CH:36][C:5]([CH2:6][O:7][CH2:8][C:9]([NH:11][CH2:12][CH2:13][CH2:14][C:15]2[CH:20]=[CH:19][C:18]([CH2:21][N:22]([C@@H:23]([CH2:26][C:27]3[C:35]4[C:30](=[CH:31][CH:32]=[CH:33][CH:34]=4)[NH:29][CH:28]=3)[CH2:24][OH:25])[CH2:39][CH2:40][OH:41])=[CH:17][CH:16]=2)=[O:10])=[CH:4][CH:3]=1. (5) Given the reactants [Cl:1][C:2]1[CH:10]=[C:9]([CH2:11][OH:12])[C:8]2[C:4](=[CH:5][N:6]([CH3:13])[N:7]=2)[CH:3]=1.O[C:15]1[CH:20]=[CH:19][C:18]([CH2:21][CH2:22][C:23]([O:25][CH2:26][CH3:27])=[O:24])=[C:17]([CH3:28])[C:16]=1[CH3:29].C1(P(C2C=CC=CC=2)C2C=CC=CC=2)C=CC=CC=1.CC(OC(/N=N/C(OC(C)C)=O)=O)C, predict the reaction product. The product is: [Cl:1][C:2]1[CH:10]=[C:9]([CH2:11][O:12][C:15]2[CH:20]=[CH:19][C:18]([CH2:21][CH2:22][C:23]([O:25][CH2:26][CH3:27])=[O:24])=[C:17]([CH3:28])[C:16]=2[CH3:29])[C:8]2[C:4](=[CH:5][N:6]([CH3:13])[N:7]=2)[CH:3]=1. (6) Given the reactants [CH3:1][C:2]1[N:3]([C:8]2[CH:12]=[C:11]([CH:13]=O)[N:10]([CH3:15])[N:9]=2)[C:4]([CH3:7])=[CH:5][CH:6]=1.C(=O)([O-])[O-].[K+].[K+].Cl.[NH2:23][OH:24].C(=O)([O-])O.[Na+], predict the reaction product. The product is: [CH3:1][C:2]1[N:3]([C:8]2[CH:12]=[C:11]([CH:13]=[N:23][OH:24])[N:10]([CH3:15])[N:9]=2)[C:4]([CH3:7])=[CH:5][CH:6]=1. (7) Given the reactants [CH2:1]([C:3]1[CH:4]=[C:5]([OH:9])[CH:6]=[CH:7][CH:8]=1)[CH3:2].Cl.O.[NH:12]1[CH2:17][CH2:16][C:15](=O)[CH2:14][CH2:13]1.Cl, predict the reaction product. The product is: [CH2:1]([C:3]1[CH:8]=[CH:7][C:6]([C:15]2[CH2:16][CH2:17][NH:12][CH2:13][CH:14]=2)=[C:5]([OH:9])[CH:4]=1)[CH3:2].